Dataset: Catalyst prediction with 721,799 reactions and 888 catalyst types from USPTO. Task: Predict which catalyst facilitates the given reaction. (1) Reactant: [NH:1]1[CH2:6][CH2:5][CH:4]([OH:7])[CH2:3][CH2:2]1.[N:8]([O-])=[O:9].[Na+].C(O)(=O)C.C([O-])([O-])=O.[Na+].[Na+]. Product: [N:8]([N:1]1[CH2:6][CH2:5][CH:4]([OH:7])[CH2:3][CH2:2]1)=[O:9]. The catalyst class is: 6. (2) Reactant: [CH3:1][N:2]1[CH:6]([C:7]([O:9]C)=[O:8])[CH2:5][N:4]([C:11]2[N:16]=[CH:15][CH:14]=[CH:13][N:12]=2)[C:3]1=[O:17].[OH-].[Li+].Cl. Product: [CH3:1][N:2]1[CH:6]([C:7]([OH:9])=[O:8])[CH2:5][N:4]([C:11]2[N:12]=[CH:13][CH:14]=[CH:15][N:16]=2)[C:3]1=[O:17]. The catalyst class is: 20. (3) Reactant: [C:1]([CH2:3][C@H:4]([N:8]1[C:16]2[CH:15]=[CH:14][NH:13][C:12](=[O:17])[C:11]=2[C:10]([NH:18][C:19]2[CH:27]=[CH:26][C:22]([C:23]([OH:25])=O)=[C:21]([CH3:28])[CH:20]=2)=[N:9]1)[CH:5]1[CH2:7][CH2:6]1)#[N:2].OC1C2N=NNC=2C=CC=1.C(N=C=NCCCN(C)C)C.CCN(C(C)C)C(C)C.[CH3:59][NH:60][CH2:61][C:62]([F:65])([F:64])[F:63]. Product: [C:1]([CH2:3][C@H:4]([N:8]1[C:16]2[CH:15]=[CH:14][NH:13][C:12](=[O:17])[C:11]=2[C:10]([NH:18][C:19]2[CH:27]=[CH:26][C:22]([C:23]([N:60]([CH3:59])[CH2:61][C:62]([F:65])([F:64])[F:63])=[O:25])=[C:21]([CH3:28])[CH:20]=2)=[N:9]1)[CH:5]1[CH2:6][CH2:7]1)#[N:2]. The catalyst class is: 3. (4) Reactant: [Cl:1][C:2]1[CH:15]=[CH:14][C:5]([CH2:6][NH:7]C(=O)C(F)(F)F)=[CH:4][C:3]=1[C:16]1[NH:20][C:19](=[O:21])[N:18]([C:22]2[CH:27]=[CH:26][C:25]([F:28])=[C:24]([Cl:29])[CH:23]=2)[N:17]=1.[OH-].[K+].O. Product: [NH2:7][CH2:6][C:5]1[CH:14]=[CH:15][C:2]([Cl:1])=[C:3]([C:16]2[NH:20][C:19](=[O:21])[N:18]([C:22]3[CH:27]=[CH:26][C:25]([F:28])=[C:24]([Cl:29])[CH:23]=3)[N:17]=2)[CH:4]=1. The catalyst class is: 1. (5) Product: [F:30][C:31]1[CH:32]=[C:33]([C@H:38]2[CH2:43][CH2:42][C@H:41]([CH:2]=[O:3])[CH2:40][CH2:39]2)[CH:34]=[C:35]([F:37])[CH:36]=1. The catalyst class is: 1. Reactant: [Cl-].[CH3:2][O:3]C[P+](C1C=CC=CC=1)(C1C=CC=CC=1)C1C=CC=CC=1.CC(C)([O-])C.[K+].[F:30][C:31]1[CH:32]=[C:33]([CH:38]2[CH2:43][CH2:42][C:41](=O)[CH2:40][CH2:39]2)[CH:34]=[C:35]([F:37])[CH:36]=1.O. (6) Reactant: [Br:1][C:2]1[N:3]=[CH:4][NH:5][CH:6]=1.Cl[CH:8]([F:10])[F:9].C(=O)([O-])[O-].[K+].[K+]. Product: [Br:1][C:2]1[N:3]=[CH:4][N:5]([CH:8]([F:10])[F:9])[CH:6]=1. The catalyst class is: 18.